Dataset: Reaction yield outcomes from USPTO patents with 853,638 reactions. Task: Predict the reaction yield, written as a fraction of the theoretical maximum amount of product (1.0 means a 100% yield; for example, 0.34 means a 34% yield). (1) The reactants are F[C:2]1[CH:3]=[C:4]2[C:9](=[CH:10][C:11]=1[N+:12]([O-:14])=[O:13])[NH:8][C:7](=[O:15])[N:6]([NH:16][S:17]([CH3:20])(=[O:19])=[O:18])[C:5]2=[O:21].[CH3:22][O:23][CH2:24][C:25]1[N:26]=[CH:27][NH:28][CH:29]=1. No catalyst specified. The product is [CH3:22][O:23][CH2:24][C:25]1[N:26]=[CH:27][N:28]([C:2]2[CH:3]=[C:4]3[C:9](=[CH:10][C:11]=2[N+:12]([O-:14])=[O:13])[NH:8][C:7](=[O:15])[N:6]([NH:16][S:17]([CH3:20])(=[O:19])=[O:18])[C:5]3=[O:21])[CH:29]=1. The yield is 0.440. (2) The reactants are C(OC([N:8]1[CH2:13][CH2:12][N:11]([CH2:14][CH2:15][O:16][C:17]2[CH:25]=[C:24]3[C:20]([CH:21]=[CH:22][N:23]3[CH:26]([CH3:28])[CH3:27])=[C:19]([C:29](=[O:43])[NH:30][CH2:31][C:32]3[C:33](=[O:42])[NH:34][C:35]([CH3:41])=[CH:36][C:37]=3[CH2:38][CH2:39][CH3:40])[CH:18]=2)[CH2:10][CH2:9]1)=O)(C)(C)C.C(O)(C(F)(F)F)=O. The product is [CH3:41][C:35]1[NH:34][C:33](=[O:42])[C:32]([CH2:31][NH:30][C:29]([C:19]2[C:20]3[CH:21]=[CH:22][N:23]([CH:26]([CH3:27])[CH3:28])[C:24]=3[CH:25]=[C:17]([O:16][CH2:15][CH2:14][N:11]3[CH2:12][CH2:13][NH:8][CH2:9][CH2:10]3)[CH:18]=2)=[O:43])=[C:37]([CH2:38][CH2:39][CH3:40])[CH:36]=1. The catalyst is ClCCl. The yield is 0.200. (3) The reactants are [CH3:1][O:2][C:3]1[N:4]=[CH:5][CH:6]=[C:7]2[CH:11]=[CH:10][O:9][C:8]=12.[Li][CH2:13]CCC.CI. The catalyst is C1COCC1. The product is [CH3:1][O:2][C:3]1[N:4]=[CH:5][CH:6]=[C:7]2[CH:11]=[C:10]([CH3:13])[O:9][C:8]=12. The yield is 1.00. (4) The reactants are [CH2:1]([OH:5])[C@@H:2]([OH:4])[CH3:3].[Si:6](Cl)([C:9]([CH3:12])([CH3:11])[CH3:10])([CH3:8])[CH3:7].N1C=CN=C1. The catalyst is CN(C=O)C. The product is [Si:6]([O:5][CH2:1][C@H:2]([OH:4])[CH3:3])([C:9]([CH3:12])([CH3:11])[CH3:10])([CH3:8])[CH3:7]. The yield is 0.800. (5) The reactants are [Cl-].O[NH3+:3].[C:4](=[O:7])([O-])[OH:5].[Na+].CS(C)=O.[CH2:13]([C:17]1[N:18]=[C:19]([CH2:48][CH3:49])[N:20]([C:39]2[CH:40]=[CH:41][C:42]3[O:46][CH2:45][CH2:44][C:43]=3[CH:47]=2)[C:21](=[O:38])[C:22]=1[CH2:23][C:24]1[CH:29]=[CH:28][C:27]([C:30]2[C:31]([C:36]#[N:37])=[CH:32][CH:33]=[CH:34][CH:35]=2)=[CH:26][CH:25]=1)[CH2:14][CH2:15][CH3:16]. The catalyst is C(OCC)(=O)C. The product is [CH2:13]([C:17]1[N:18]=[C:19]([CH2:48][CH3:49])[N:20]([C:39]2[CH:40]=[CH:41][C:42]3[O:46][CH2:45][CH2:44][C:43]=3[CH:47]=2)[C:21](=[O:38])[C:22]=1[CH2:23][C:24]1[CH:25]=[CH:26][C:27]([C:30]2[CH:35]=[CH:34][CH:33]=[CH:32][C:31]=2[C:36]2[NH:3][C:4](=[O:7])[O:5][N:37]=2)=[CH:28][CH:29]=1)[CH2:14][CH2:15][CH3:16]. The yield is 0.750. (6) The reactants are O=P(Cl)(Cl)[Cl:3].[CH3:6][C@H:7]1[C:15]2[C:14](O)=[N:13][CH:12]=[N:11][C:10]=2[CH2:9][CH2:8]1.C([O-])(O)=O.[Na+]. The catalyst is ClCCCl. The product is [Cl:3][C:14]1[C:15]2[C@H:7]([CH3:6])[CH2:8][CH2:9][C:10]=2[N:11]=[CH:12][N:13]=1. The yield is 0.611. (7) The reactants are Cl.Cl.[CH3:3][N:4]1[C:8]2[NH:9][CH2:10][CH2:11][S:12][CH:13]([CH:14]3[CH2:19][CH2:18][NH:17][CH2:16][CH2:15]3)[C:7]=2[C:6]([C:20]2[CH:25]=[CH:24][CH:23]=[CH:22][N:21]=2)=[N:5]1.[CH3:26][C:27]1[C:32]([C:33](O)=[O:34])=[CH:31][CH:30]=[CH:29][N:28]=1.Cl.CN(C)CCCN=C=NCC.O.ON1C2C=CC=CC=2N=N1.C(N(CC)C(C)C)(C)C. The catalyst is C(Cl)Cl. The product is [CH3:26][C:27]1[C:32]([C:33]([N:17]2[CH2:18][CH2:19][CH:14]([CH:13]3[S:12][CH2:11][CH2:10][NH:9][C:8]4[N:4]([CH3:3])[N:5]=[C:6]([C:20]5[CH:25]=[CH:24][CH:23]=[CH:22][N:21]=5)[C:7]3=4)[CH2:15][CH2:16]2)=[O:34])=[CH:31][CH:30]=[CH:29][N:28]=1. The yield is 0.710.